Dataset: Full USPTO retrosynthesis dataset with 1.9M reactions from patents (1976-2016). Task: Predict the reactants needed to synthesize the given product. (1) Given the product [Br:1][C:2]1[CH:3]=[C:4]([NH:8][C@H:9]([C:10]([O:12][CH3:22])=[O:11])[CH2:13][C:14]2[CH:19]=[CH:18][CH:17]=[CH:16][CH:15]=2)[CH:5]=[CH:6][CH:7]=1, predict the reactants needed to synthesize it. The reactants are: [Br:1][C:2]1[CH:3]=[C:4]([NH:8][CH:9]([CH2:13][C:14]2[CH:19]=[CH:18][CH:17]=[CH:16][CH:15]=2)[C:10]([OH:12])=[O:11])[CH:5]=[CH:6][CH:7]=1.[N+](=[CH2:22])=[N-]. (2) Given the product [CH3:14][O:15][C:16]1[CH:21]=[CH:20][C:19]([C:2]2[CH:10]=[CH:9][C:5]([C:6]([OH:8])=[O:7])=[C:4]([N+:11]([O-:13])=[O:12])[CH:3]=2)=[CH:18][CH:17]=1, predict the reactants needed to synthesize it. The reactants are: Br[C:2]1[CH:10]=[CH:9][C:5]([C:6]([OH:8])=[O:7])=[C:4]([N+:11]([O-:13])=[O:12])[CH:3]=1.[CH3:14][O:15][C:16]1[CH:21]=[CH:20][C:19](OB(O)O)=[CH:18][CH:17]=1. (3) Given the product [C:28]([O:32][C:33](=[O:34])[NH:12][CH2:11][C:10]1[CH:13]=[CH:14][C:7]([O:6][Si:5]([C:1]([CH3:4])([CH3:2])[CH3:3])([C:22]2[CH:27]=[CH:26][CH:25]=[CH:24][CH:23]=2)[C:16]2[CH:17]=[CH:18][CH:19]=[CH:20][CH:21]=2)=[CH:8][C:9]=1[F:15])([CH3:31])([CH3:30])[CH3:29], predict the reactants needed to synthesize it. The reactants are: [C:1]([Si:5]([C:22]1[CH:27]=[CH:26][CH:25]=[CH:24][CH:23]=1)([C:16]1[CH:21]=[CH:20][CH:19]=[CH:18][CH:17]=1)[O:6][C:7]1[CH:14]=[CH:13][C:10]([CH2:11][NH2:12])=[C:9]([F:15])[CH:8]=1)([CH3:4])([CH3:3])[CH3:2].[C:28]([O:32][C:33](O[C:33]([O:32][C:28]([CH3:31])([CH3:30])[CH3:29])=[O:34])=[O:34])([CH3:31])([CH3:30])[CH3:29]. (4) Given the product [C:16]1([NH:15][CH:13]([C:7]2[CH:8]=[CH:9][CH:10]=[CH:11][CH:12]=2)[CH3:14])[CH:17]=[CH:18][CH:19]=[CH:20][CH:21]=1, predict the reactants needed to synthesize it. The reactants are: CC(C)([O-])C.[K+].[C:7]1([C:13](=[N:15][C:16]2[CH:21]=[CH:20][CH:19]=[CH:18][CH:17]=2)[CH3:14])[CH:12]=[CH:11][CH:10]=[CH:9][CH:8]=1. (5) The reactants are: [OH:1]O.[NH:3]1[C:14]2[C:6](=[CH:7][CH:8]=[C:9]3[C:13]=2[CH2:12][CH2:11][CH2:10]3)[C:5](=[O:15])C1=O.[OH-].[Na+].Cl. Given the product [NH2:3][C:14]1[C:6]([C:5]([OH:15])=[O:1])=[CH:7][CH:8]=[C:9]2[C:13]=1[CH2:12][CH2:11][CH2:10]2, predict the reactants needed to synthesize it.